From a dataset of Peptide-MHC class II binding affinity with 134,281 pairs from IEDB. Regression. Given a peptide amino acid sequence and an MHC pseudo amino acid sequence, predict their binding affinity value. This is MHC class II binding data. (1) The MHC is HLA-DQA10501-DQB10301 with pseudo-sequence HLA-DQA10501-DQB10301. The binding affinity (normalized) is 0. The peptide sequence is AAATAGTTVYGAFAR. (2) The peptide sequence is LIGLRIVFAVLSIVNRVRQG. The MHC is HLA-DQA10201-DQB10202 with pseudo-sequence HLA-DQA10201-DQB10202. The binding affinity (normalized) is 0.434.